This data is from Reaction yield outcomes from USPTO patents with 853,638 reactions. The task is: Predict the reaction yield, written as a fraction of the theoretical maximum amount of product (1.0 means a 100% yield; for example, 0.34 means a 34% yield). (1) The reactants are [CH2:1]([Mg]Cl)[CH3:2].[N+:5]([C:8]1[CH:16]=[CH:15][C:11]([C:12](Cl)=[O:13])=[CH:10][CH:9]=1)([O-:7])=[O:6]. The catalyst is C1COCC1.O.[Cl-].[Cl-].[Zn+2].C1C=CC([P]([Pd]([P](C2C=CC=CC=2)(C2C=CC=CC=2)C2C=CC=CC=2)([P](C2C=CC=CC=2)(C2C=CC=CC=2)C2C=CC=CC=2)[P](C2C=CC=CC=2)(C2C=CC=CC=2)C2C=CC=CC=2)(C2C=CC=CC=2)C2C=CC=CC=2)=CC=1. The product is [N+:5]([C:8]1[CH:9]=[CH:10][C:11]([C:12](=[O:13])[CH2:1][CH3:2])=[CH:15][CH:16]=1)([O-:7])=[O:6]. The yield is 0.400. (2) The reactants are [Cl:1][C:2]1[S:6][C:5]([C:7]([OH:9])=O)=[CH:4][C:3]=1[C:10]1[N:14]([CH3:15])[N:13]=[CH:12][C:11]=1[CH3:16].[NH2:17][C@@H:18]([CH2:31][C:32]1[CH:37]=[C:36]([F:38])[CH:35]=[CH:34][C:33]=1[F:39])[CH2:19][N:20]1[C:28](=[O:29])[C:27]2[C:22](=[CH:23][CH:24]=[CH:25][CH:26]=2)[C:21]1=[O:30].FC1C=CC=C(F)C=1C[C@@H](C(O)=O)N.C1CN([P+](Br)(N2CCCC2)N2CCCC2)CC1.F[P-](F)(F)(F)(F)F.CCN(C(C)C)C(C)C. The catalyst is C(Cl)(Cl)Cl. The product is [Cl:1][C:2]1[S:6][C:5]([C:7]([NH:17][C@H:18]([CH2:19][N:20]2[C:28](=[O:29])[C:27]3[C:22](=[CH:23][CH:24]=[CH:25][CH:26]=3)[C:21]2=[O:30])[CH2:31][C:32]2[CH:37]=[C:36]([F:38])[CH:35]=[CH:34][C:33]=2[F:39])=[O:9])=[CH:4][C:3]=1[C:10]1[N:14]([CH3:15])[N:13]=[CH:12][C:11]=1[CH3:16]. The yield is 0.340. (3) The reactants are [CH:1]1([C:4]([NH:6][C:7]2[N:8]=[C:9]3[CH:14]=[CH:13][C:12]([O:15][C:16]4[CH:17]=[CH:18][C:19]([F:32])=[C:20]([NH:22][C:23]([C:25]5[N:29]([CH3:30])[N:28]=[C:27]([CH3:31])[CH:26]=5)=[O:24])[CH:21]=4)=[N:11][N:10]3[CH:33]=2)=[O:5])CC1.CO.Cl.C(OCC(O)=O)(=[O:39])C.Cl.CN(C)CCCN=C=NCC.ON1C2C=CC=CC=2N=N1.C(N(C(C)C)C(C)C)C.C(=O)([O-])[O-].[Na+].[Na+]. The catalyst is O.CO.CN(C)C=O. The product is [F:32][C:19]1[CH:18]=[CH:17][C:16]([O:15][C:12]2[CH:13]=[CH:14][C:9]3[N:10]([CH:33]=[C:7]([NH:6][C:4](=[O:5])[CH2:1][OH:39])[N:8]=3)[N:11]=2)=[CH:21][C:20]=1[NH:22][C:23]([C:25]1[N:29]([CH3:30])[N:28]=[C:27]([CH3:31])[CH:26]=1)=[O:24]. The yield is 0.190. (4) The reactants are [C:1]([O:5][C:6](=[O:35])[NH:7][C:8]([C:10]1[S:11][C:12]([S:33][CH3:34])=[C:13]([S:15]([C:18]2[CH:19]=[C:20]([C:24]3[C:29]([CH3:30])=[CH:28][C:27]([Cl:31])=[CH:26][C:25]=3[NH2:32])[CH:21]=[CH:22][CH:23]=2)(=[O:17])=[O:16])[CH:14]=1)=[NH:9])([CH3:4])([CH3:3])[CH3:2].CCN(CC)CC.[CH3:43][S:44]([CH2:47][CH2:48][CH2:49][C:50](Cl)=[O:51])(=[O:46])=[O:45]. The catalyst is C(Cl)Cl. The product is [C:1]([O:5][C:6](=[O:35])[NH:7][C:8]([C:10]1[S:11][C:12]([S:33][CH3:34])=[C:13]([S:15]([C:18]2[CH:19]=[C:20]([C:24]3[C:29]([CH3:30])=[CH:28][C:27]([Cl:31])=[CH:26][C:25]=3[NH:32][C:50](=[O:51])[CH2:49][CH2:48][CH2:47][S:44]([CH3:43])(=[O:46])=[O:45])[CH:21]=[CH:22][CH:23]=2)(=[O:16])=[O:17])[CH:14]=1)=[NH:9])([CH3:3])([CH3:4])[CH3:2]. The yield is 0.810. (5) The reactants are [CH3:1]C1(C)CCCC(C)(C)N1.C([Li])CCC.[F:16][C:17]1[CH:18]=[N:19][CH:20]=[C:21]([Sn:23]([CH2:32][CH2:33][CH2:34][CH3:35])([CH2:28][CH2:29][CH2:30][CH3:31])[CH2:24][CH2:25][CH2:26][CH3:27])[CH:22]=1.CI. The catalyst is CCCCCC.O1CCCC1. The product is [F:16][C:17]1[C:18]([CH3:1])=[N:19][CH:20]=[C:21]([Sn:23]([CH2:28][CH2:29][CH2:30][CH3:31])([CH2:32][CH2:33][CH2:34][CH3:35])[CH2:24][CH2:25][CH2:26][CH3:27])[CH:22]=1. The yield is 0.370. (6) The reactants are [CH2:1]([N:3]1[C:7]2[N:8]=[C:9]([C:18]3[CH:23]=[CH:22][C:21]([NH:24][C:25]([NH:27][C:28]4[CH:36]=[CH:35][C:31]([C:32]([OH:34])=O)=[CH:30][CH:29]=4)=[O:26])=[CH:20][CH:19]=3)[N:10]=[C:11]([N:12]3[CH2:17][CH2:16][O:15][CH2:14][CH2:13]3)[C:6]=2[N:5]=[N:4]1)[CH3:2].[CH3:37][C:38]1([CH3:44])[CH2:43][NH:42][CH2:41][CH2:40][NH:39]1.CCN(CC)CC.C1C=CC2N(O)N=NC=2C=1.CCN=C=NCCCN(C)C. The catalyst is C1COCC1. The product is [CH3:37][C:38]1([CH3:44])[NH:39][CH2:40][CH2:41][N:42]([C:32]([C:31]2[CH:35]=[CH:36][C:28]([NH:27][C:25]([NH:24][C:21]3[CH:22]=[CH:23][C:18]([C:9]4[N:10]=[C:11]([N:12]5[CH2:17][CH2:16][O:15][CH2:14][CH2:13]5)[C:6]5[N:5]=[N:4][N:3]([CH2:1][CH3:2])[C:7]=5[N:8]=4)=[CH:19][CH:20]=3)=[O:26])=[CH:29][CH:30]=2)=[O:34])[CH2:43]1. The yield is 0.400. (7) The reactants are [Br:1][C:2]1[CH:3]=[C:4]2[C:11]([C:12]([O:14]C)=[O:13])=[C:10]([C:16]3[CH:21]=[CH:20][C:19]([F:22])=[CH:18][CH:17]=3)[O:9][C:5]2=[N:6][C:7]=1[Cl:8].BrC1C=C2C=C(C3C=CC(F)=CC=3)OC2=NC=1Cl.[OH-].[Na+]. The catalyst is C(Cl)Cl.CC(O)=O.CO.C1COCC1. The product is [Br:1][C:2]1[CH:3]=[C:4]2[C:11]([C:12]([OH:14])=[O:13])=[C:10]([C:16]3[CH:21]=[CH:20][C:19]([F:22])=[CH:18][CH:17]=3)[O:9][C:5]2=[N:6][C:7]=1[Cl:8]. The yield is 0.810.